From a dataset of Peptide-MHC class II binding affinity with 134,281 pairs from IEDB. Regression. Given a peptide amino acid sequence and an MHC pseudo amino acid sequence, predict their binding affinity value. This is MHC class II binding data. (1) The binding affinity (normalized) is 0.714. The peptide sequence is LEAAVKQAYAATVAT. The MHC is DRB1_0101 with pseudo-sequence DRB1_0101. (2) The peptide sequence is VFIPNYNVSVAEVLI. The MHC is DRB1_1501 with pseudo-sequence DRB1_1501. The binding affinity (normalized) is 0.552. (3) The binding affinity (normalized) is 0.610. The MHC is HLA-DQA10501-DQB10201 with pseudo-sequence HLA-DQA10501-DQB10201. The peptide sequence is AFQLDGDNLFPKV. (4) The peptide sequence is GELQAVDKIDAAFKI. The MHC is DRB1_1201 with pseudo-sequence DRB1_1201. The binding affinity (normalized) is 0.314. (5) The MHC is HLA-DPA10103-DPB10201 with pseudo-sequence HLA-DPA10103-DPB10201. The binding affinity (normalized) is 0.137. The peptide sequence is ISGDLKTQIDQVEST.